From a dataset of Forward reaction prediction with 1.9M reactions from USPTO patents (1976-2016). Predict the product of the given reaction. (1) Given the reactants Br[C:2]1[CH:3]=[CH:4][C:5]2[C:6]3[S:15][C:14]([CH2:16][CH2:17][CH3:18])=[N:13][C:7]=3[C:8]([NH2:12])=[N:9][C:10]=2[CH:11]=1.[N:19]1([C:24]([C:26]2[CH:27]=[C:28](B(O)O)[CH:29]=[CH:30][CH:31]=2)=[O:25])[CH2:23][CH2:22][CH2:21][CH2:20]1, predict the reaction product. The product is: [CH2:16]([C:14]1[S:15][C:6]2[C:5]3[CH:4]=[CH:3][C:2]([C:30]4[CH:29]=[CH:28][CH:27]=[C:26]([C:24]([N:19]5[CH2:20][CH2:21][CH2:22][CH2:23]5)=[O:25])[CH:31]=4)=[CH:11][C:10]=3[N:9]=[C:8]([NH2:12])[C:7]=2[N:13]=1)[CH2:17][CH3:18]. (2) Given the reactants [CH3:1][O:2][C:3]1[CH:4]=[C:5]([CH:16]=[CH:17][CH:18]=1)[O:6][C:7]1[CH:8]=[C:9]([CH:13]=[CH:14][CH:15]=1)C(O)=O.Cl.[Cl:20][C:21]1[CH:22]=[C:23]2[C:27](=[CH:28][CH:29]=1)[NH:26][CH:25]=[C:24]2[CH2:30][CH2:31][NH2:32].CN([C:36]([O:40]N1N=NC2C=CC=NC1=2)=[N+](C)C)C.F[P-](F)(F)(F)(F)F.C(N(CC)C(C)C)(C)C, predict the reaction product. The product is: [Cl:20][C:21]1[CH:22]=[C:23]2[C:27](=[CH:28][CH:29]=1)[NH:26][CH:25]=[C:24]2[CH2:30][CH2:31][NH:32][C:36](=[O:40])[C:13]1[CH:14]=[CH:15][C:7]([O:6][C:5]2[CH:16]=[CH:17][CH:18]=[C:3]([O:2][CH3:1])[CH:4]=2)=[CH:8][CH:9]=1. (3) Given the reactants [OH:1][C:2]1[CH:3]=[C:4]([CH:14]=[C:15]([O:17][C@H:18]([CH2:21][OH:22])[CH2:19][CH3:20])[CH:16]=1)[C:5]([NH:7][C:8]1[CH:12]=[CH:11][N:10]([CH3:13])[N:9]=1)=[O:6].[Si](O[CH2:31][CH2:32][N:33]([CH3:45])[C:34](=[O:44])[C:35]1[CH:40]=[CH:39][C:38](F)=[C:37]([Cl:42])[C:36]=1F)(C(C)(C)C)(C)C.C(=O)([O-])[O-:47].[K+].[K+].O, predict the reaction product. The product is: [Cl:42][C:37]1[C:36]2[O:47][CH:32]([CH3:31])[N:33]([CH3:45])[C:34](=[O:44])[C:35]=2[CH:40]=[CH:39][C:38]=1[O:1][C:2]1[CH:3]=[C:4]([CH:14]=[C:15]([O:17][C@H:18]([CH2:21][OH:22])[CH2:19][CH3:20])[CH:16]=1)[C:5]([NH:7][C:8]1[CH:12]=[CH:11][N:10]([CH3:13])[N:9]=1)=[O:6]. (4) Given the reactants Cl[C:2]1[CH:11]=[CH:10][C:9]([S:12]([CH3:14])=[O:13])=[CH:8][C:3]=1[C:4]([O:6][CH3:7])=[O:5].[NH:15]1[CH2:20][CH2:19][CH2:18][CH2:17][CH2:16]1, predict the reaction product. The product is: [CH3:14][S:12]([C:9]1[CH:10]=[CH:11][C:2]([N:15]2[CH2:20][CH2:19][CH2:18][CH2:17][CH2:16]2)=[C:3]([CH:8]=1)[C:4]([O:6][CH3:7])=[O:5])=[O:13]. (5) Given the reactants [CH:1]([C:3]1[NH:7][C:6]([C:8]([O:10][CH2:11][CH3:12])=[O:9])=[CH:5][CH:4]=1)=[O:2].[O-:13][Mn](=O)(=O)=O.[K+].[O-]S([O-])=O.[Na+].[Na+], predict the reaction product. The product is: [CH2:11]([O:10][C:8]([C:6]1[NH:7][C:3]([C:1]([OH:13])=[O:2])=[CH:4][CH:5]=1)=[O:9])[CH3:12].